This data is from Tox21: 12 toxicity assays (nuclear receptors and stress response pathways). The task is: Binary classification across 12 toxicity assays. The drug is O=C1[N-]S(=O)(=O)c2ccccc21. It tested positive (active) for: NR-ER (Estrogen Receptor agonist activity).